This data is from CYP3A4 inhibition data for predicting drug metabolism from PubChem BioAssay. The task is: Regression/Classification. Given a drug SMILES string, predict its absorption, distribution, metabolism, or excretion properties. Task type varies by dataset: regression for continuous measurements (e.g., permeability, clearance, half-life) or binary classification for categorical outcomes (e.g., BBB penetration, CYP inhibition). Dataset: cyp3a4_veith. (1) The drug is COn1c(SC(C)C)nc2ccccc2c1=O. The result is 0 (non-inhibitor). (2) The compound is COc1ccc(CCNc2nc(-c3ccco3)cc(C(F)(F)F)n2)cc1OC. The result is 1 (inhibitor). (3) The compound is COC(=O)[C@@]1(Cc2ccccc2)[C@H]2c3cc(C(=O)N(C)C)n(Cc4nc5ccccc5[nH]4)c3C[C@H]2CN1C(=O)c1ccccc1. The result is 1 (inhibitor). (4) The drug is CCOP(=O)(OCC)C(NC(C)=O)C(Cl)(Cl)Cl. The result is 0 (non-inhibitor). (5) The molecule is CN(C)CCCNc1c(C(=O)O)cnc2c1cnn2C. The result is 0 (non-inhibitor). (6) The molecule is CCC/C=C(\CCC)C(NS(=O)(=O)CC12CCC(CC1=O)C2(C)C)c1ccc(C(=O)OC)cc1. The result is 1 (inhibitor).